Predict which catalyst facilitates the given reaction. From a dataset of Catalyst prediction with 721,799 reactions and 888 catalyst types from USPTO. (1) Reactant: [NH2:1][CH:2]([C:5]1[CH:10]=[CH:9][C:8]([F:11])=[C:7]([F:12])[CH:6]=1)[CH2:3][OH:4].[C:13](O[C:13]([O:15][C:16]([CH3:19])([CH3:18])[CH3:17])=[O:14])([O:15][C:16]([CH3:19])([CH3:18])[CH3:17])=[O:14]. Product: [C:16]([O:15][C:13](=[O:14])[NH:1][CH:2]([C:5]1[CH:10]=[CH:9][C:8]([F:11])=[C:7]([F:12])[CH:6]=1)[CH2:3][OH:4])([CH3:19])([CH3:18])[CH3:17]. The catalyst class is: 22. (2) Reactant: [Cl:1][C:2]1[N:7]=[C:6]([Cl:8])[CH:5]=[C:4](Cl)[N:3]=1.[NH2:10][C:11]1[CH:15]=[C:14]([CH3:16])[NH:13][N:12]=1.C(N(CC)CC)C. Product: [Cl:1][C:2]1[N:3]=[C:4]([NH:10][C:11]2[CH:15]=[C:14]([CH3:16])[NH:13][N:12]=2)[CH:5]=[C:6]([Cl:8])[N:7]=1. The catalyst class is: 14. (3) Reactant: O[CH2:2][C:3]1[CH:4]=[C:5]([CH:8]=[C:9]([C:11]([F:14])([F:13])[F:12])[CH:10]=1)[C:6]#[N:7].C1(P([N:29]=[N+:30]=[N-:31])(C2C=CC=CC=2)=O)C=CC=CC=1.C1CCN2C(=NCCC2)CC1. Product: [N:29]([CH2:2][C:3]1[CH:4]=[C:5]([CH:8]=[C:9]([C:11]([F:14])([F:13])[F:12])[CH:10]=1)[C:6]#[N:7])=[N+:30]=[N-:31]. The catalyst class is: 133. (4) Reactant: [NH:1](C(OCC1C=CC=CC=1)=O)[C@@H:2]([C:13]([OH:15])=O)[CH2:3][C:4]1[C:12]2[C:7](=[CH:8][CH:9]=[CH:10][CH:11]=2)[NH:6][CH:5]=1.CN1CCOCC1.C(OC(Cl)=O)C(C)C.[NH2:41][C@H:42]([C:55]([NH:57][C@H:58]([C:62]([O:64][CH3:65])=[O:63])[CH:59]([CH3:61])[CH3:60])=[O:56])[CH2:43][CH2:44][CH2:45][CH2:46][NH:47][C:48]([O:50][C:51]([CH3:54])([CH3:53])[CH3:52])=[O:49]. Product: [NH2:1][C@H:2]([C:13]([NH:41][C@H:42]([C:55]([NH:57][C@H:58]([C:62]([O:64][CH3:65])=[O:63])[CH:59]([CH3:61])[CH3:60])=[O:56])[CH2:43][CH2:44][CH2:45][CH2:46][NH:47][C:48]([O:50][C:51]([CH3:52])([CH3:54])[CH3:53])=[O:49])=[O:15])[CH2:3][C:4]1[C:12]2[C:7](=[CH:8][CH:9]=[CH:10][CH:11]=2)[NH:6][CH:5]=1. The catalyst class is: 434. (5) Reactant: CN(C(ON1N=NC2C=CC=NC1=2)=[N+](C)C)C.F[P-](F)(F)(F)(F)F.[NH2:25][CH2:26][C@H:27]1[N:32]([C:33]([O:35][C:36]([CH3:39])([CH3:38])[CH3:37])=[O:34])[CH2:31][C@@H:30]([CH2:40][CH2:41][C:42]2[CH:47]=[CH:46][CH:45]=[CH:44][C:43]=2[NH:48][C:49](=[O:69])[C@H:50]([CH:56]([C:63]2[CH:68]=[CH:67][CH:66]=[CH:65][CH:64]=2)[C:57]2[CH:62]=[CH:61][CH:60]=[CH:59][CH:58]=2)[NH:51][C:52]([O:54][CH3:55])=[O:53])[O:29][CH2:28]1.[C:70](O)(=[O:77])[C:71]1[CH:76]=[CH:75][CH:74]=[CH:73][CH:72]=1.N1C(C)=CC=CC=1C. Product: [CH3:55][O:54][C:52]([NH:51][C@H:50]([C:49]([NH:48][C:43]1[CH:44]=[CH:45][CH:46]=[CH:47][C:42]=1[CH2:41][CH2:40][C@H:30]1[O:29][CH2:28][C@@H:27]([CH2:26][NH:25][C:70]([C:71]2[CH:76]=[CH:75][CH:74]=[CH:73][CH:72]=2)=[O:77])[N:32]([C:33]([O:35][C:36]([CH3:38])([CH3:39])[CH3:37])=[O:34])[CH2:31]1)=[O:69])[CH:56]([C:63]1[CH:68]=[CH:67][CH:66]=[CH:65][CH:64]=1)[C:57]1[CH:62]=[CH:61][CH:60]=[CH:59][CH:58]=1)=[O:53]. The catalyst class is: 31. (6) Reactant: [Cl:1][C:2]1[CH:3]=[C:4]([N:10]2[C:14]([CH3:15])=[C:13]([CH2:16][C:17]3[CH:25]=[CH:24][C:20]([C:21](O)=[O:22])=[CH:19][CH:18]=3)[C:12]([CH3:26])=[N:11]2)[CH:5]=[CH:6][C:7]=1[C:8]#[N:9].O.Cl.[NH:29]1[CH2:34][CH2:33][C:32](=[O:35])[CH2:31][CH2:30]1. Product: [Cl:1][C:2]1[CH:3]=[C:4]([N:10]2[C:14]([CH3:15])=[C:13]([CH2:16][C:17]3[CH:18]=[CH:19][C:20]([C:21]([N:29]4[CH2:34][CH2:33][C:32](=[O:35])[CH2:31][CH2:30]4)=[O:22])=[CH:24][CH:25]=3)[C:12]([CH3:26])=[N:11]2)[CH:5]=[CH:6][C:7]=1[C:8]#[N:9]. The catalyst class is: 66. (7) Reactant: [CH3:1][C:2]([CH3:55])([CH2:10][C:11]([O:13][C@H:14]1[CH2:31][CH2:30][C@@:29]2([CH3:32])[C@@H:16]([CH2:17][CH2:18][C@:19]3([CH3:52])[C@@H:28]2[CH2:27][CH2:26][C@H:25]2[C@@:20]3([CH3:51])[CH2:21][CH2:22][C@@:23]3(/[CH:40]=[CH:41]/[C:42]([NH:44][CH:45]4[CH2:50][CH2:49][CH2:48][CH2:47][CH2:46]4)=[O:43])[CH2:35][C:34](=[O:36])[C:33]([CH:37]([CH3:39])[CH3:38])=[C:24]32)[C:15]1([CH3:54])[CH3:53])=[O:12])[C:3]([O:5]C(C)(C)C)=[O:4].C(O)(C(F)(F)F)=O. Product: [CH:45]1([NH:44][C:42](=[O:43])/[CH:41]=[CH:40]/[C@:23]23[CH2:35][C:34](=[O:36])[C:33]([CH:37]([CH3:38])[CH3:39])=[C:24]2[C@@H:25]2[C@@:20]([CH3:51])([CH2:21][CH2:22]3)[C@@:19]3([CH3:52])[C@@H:28]([C@:29]4([CH3:32])[C@@H:16]([CH2:17][CH2:18]3)[C:15]([CH3:54])([CH3:53])[C@@H:14]([O:13][C:11](=[O:12])[CH2:10][C:2]([CH3:1])([CH3:55])[C:3]([OH:5])=[O:4])[CH2:31][CH2:30]4)[CH2:27][CH2:26]2)[CH2:50][CH2:49][CH2:48][CH2:47][CH2:46]1. The catalyst class is: 2. (8) The catalyst class is: 10. Reactant: [F:1][C:2]1[CH:3]=[C:4]([NH:27][C:28]2[CH:33]=[CH:32][C:31]([I:34])=[CH:30][C:29]=2[F:35])[C:5]([N+:24]([O-:26])=[O:25])=[C:6]([CH:23]=1)[O:7][CH2:8][CH2:9][CH:10]1[CH2:15][CH2:14][N:13](C(OC(C)(C)C)=O)[CH2:12][CH2:11]1.Cl. Product: [F:1][C:2]1[CH:23]=[C:6]([O:7][CH2:8][CH2:9][CH:10]2[CH2:15][CH2:14][NH:13][CH2:12][CH2:11]2)[C:5]([N+:24]([O-:26])=[O:25])=[C:4]([CH:3]=1)[NH:27][C:28]1[CH:33]=[CH:32][C:31]([I:34])=[CH:30][C:29]=1[F:35].